From a dataset of NCI-60 drug combinations with 297,098 pairs across 59 cell lines. Regression. Given two drug SMILES strings and cell line genomic features, predict the synergy score measuring deviation from expected non-interaction effect. (1) Drug 1: CC1C(C(CC(O1)OC2CC(OC(C2O)C)OC3=CC4=CC5=C(C(=O)C(C(C5)C(C(=O)C(C(C)O)O)OC)OC6CC(C(C(O6)C)O)OC7CC(C(C(O7)C)O)OC8CC(C(C(O8)C)O)(C)O)C(=C4C(=C3C)O)O)O)O. Drug 2: CCCCCOC(=O)NC1=NC(=O)N(C=C1F)C2C(C(C(O2)C)O)O. Cell line: UACC-257. Synergy scores: CSS=31.1, Synergy_ZIP=-0.754, Synergy_Bliss=-0.791, Synergy_Loewe=-9.26, Synergy_HSA=-0.456. (2) Drug 1: CCCS(=O)(=O)NC1=C(C(=C(C=C1)F)C(=O)C2=CNC3=C2C=C(C=N3)C4=CC=C(C=C4)Cl)F. Drug 2: C1=CC(=CC=C1CCCC(=O)O)N(CCCl)CCCl. Cell line: NCI-H322M. Synergy scores: CSS=-4.34, Synergy_ZIP=5.09, Synergy_Bliss=5.03, Synergy_Loewe=-0.423, Synergy_HSA=-1.47. (3) Drug 1: CC1=C2C(C(=O)C3(C(CC4C(C3C(C(C2(C)C)(CC1OC(=O)C(C(C5=CC=CC=C5)NC(=O)OC(C)(C)C)O)O)OC(=O)C6=CC=CC=C6)(CO4)OC(=O)C)OC)C)OC. Drug 2: CC1CCCC2(C(O2)CC(NC(=O)CC(C(C(=O)C(C1O)C)(C)C)O)C(=CC3=CSC(=N3)C)C)C. Cell line: HOP-62. Synergy scores: CSS=50.6, Synergy_ZIP=9.95, Synergy_Bliss=9.81, Synergy_Loewe=5.15, Synergy_HSA=9.90. (4) Drug 1: C1=NC(=NC(=O)N1C2C(C(C(O2)CO)O)O)N. Drug 2: CC1C(C(CC(O1)OC2CC(CC3=C2C(=C4C(=C3O)C(=O)C5=CC=CC=C5C4=O)O)(C(=O)C)O)N)O. Cell line: A549. Synergy scores: CSS=64.0, Synergy_ZIP=-2.53, Synergy_Bliss=0.710, Synergy_Loewe=-14.6, Synergy_HSA=3.59.